From a dataset of Catalyst prediction with 721,799 reactions and 888 catalyst types from USPTO. Predict which catalyst facilitates the given reaction. (1) Reactant: [NH2:1][C:2]1([C:20]([OH:22])=[O:21])[CH2:7][CH2:6][C:5]([C:14]2[CH:19]=[CH:18][CH:17]=[CH:16][CH:15]=2)([C:8]2[CH:13]=[CH:12][CH:11]=[CH:10][CH:9]=2)[CH2:4][CH2:3]1.C(N(CC)CC)C.[C:30](=O)([O:46]N1C(=O)CCC1=O)[O:31][CH2:32][CH:33]1[C:45]2[CH:44]=[CH:43][CH:42]=[CH:41][C:40]=2[C:39]2[C:34]1=[CH:35][CH:36]=[CH:37][CH:38]=2. Product: [C:30]([CH:7]1[CH2:6][C:5]([C:8]2[CH:13]=[CH:12][CH:11]=[CH:10][CH:9]=2)([C:14]2[CH:15]=[CH:16][CH:17]=[CH:18][CH:19]=2)[CH2:4][CH2:3][C:2]1([NH2:1])[C:20]([OH:22])=[O:21])([O:31][CH2:32][CH:33]1[C:34]2[C:39](=[CH:38][CH:37]=[CH:36][CH:35]=2)[C:40]2[C:45]1=[CH:44][CH:43]=[CH:42][CH:41]=2)=[O:46]. The catalyst class is: 47. (2) Reactant: [F:1][C:2]1[CH:7]=[CH:6][C:5]([C:8](=[O:10])[CH3:9])=[CH:4][CH:3]=1.[N+:11]([O-])([OH:13])=[O:12]. The catalyst class is: 82. Product: [F:1][C:2]1[CH:7]=[CH:6][C:5]([C:8](=[O:10])[CH3:9])=[CH:4][C:3]=1[N+:11]([O-:13])=[O:12]. (3) Product: [F:19][C:2]([F:1])([C:8]1[C:17]2[C:12](=[CH:13][CH:14]=[CH:15][CH:16]=2)[C:11]([F:18])=[CH:10][CH:9]=1)[C:3]([OH:5])=[O:4]. Reactant: [F:1][C:2]([F:19])([C:8]1[C:17]2[C:12](=[CH:13][CH:14]=[CH:15][CH:16]=2)[C:11]([F:18])=[CH:10][CH:9]=1)[C:3]([O:5]CC)=[O:4].C1COCC1.[OH-].[Na+]. The catalyst class is: 24. (4) Reactant: [Cl:1][C:2]1[CH:7]=[CH:6][C:5]([CH:8]([C:31]2[N:32]([CH3:45])[N:33]=[C:34]3[C:39]=2[CH:38]=[C:37]([C:40]([F:43])([F:42])[F:41])[CH:36]=[C:35]3[Cl:44])[CH:9]([C:13]2[CH:30]=[CH:29][C:16]([C:17]([NH:19][CH2:20][CH2:21][C:22]([O:24]C(C)(C)C)=[O:23])=[O:18])=[CH:15][CH:14]=2)[CH2:10][CH2:11][CH3:12])=[CH:4][CH:3]=1.C(O)(C(F)(F)F)=O. Product: [Cl:1][C:2]1[CH:7]=[CH:6][C:5]([CH:8]([C:31]2[N:32]([CH3:45])[N:33]=[C:34]3[C:39]=2[CH:38]=[C:37]([C:40]([F:41])([F:42])[F:43])[CH:36]=[C:35]3[Cl:44])[CH:9]([C:13]2[CH:14]=[CH:15][C:16]([C:17]([NH:19][CH2:20][CH2:21][C:22]([OH:24])=[O:23])=[O:18])=[CH:29][CH:30]=2)[CH2:10][CH2:11][CH3:12])=[CH:4][CH:3]=1. The catalyst class is: 2. (5) Product: [CH3:1][N:2]1[CH:6]=[CH:5][N:4]=[C:3]1[CH:7]1[C:16]2=[N:34][NH:35][C:18](=[O:20])[C:14]3[CH:13]=[CH:12][CH:11]=[C:10]([C:15]=32)[NH:9][CH:8]1[C:23]1[CH:28]=[CH:27][C:26]([C:29]([F:32])([F:31])[F:30])=[CH:25][CH:24]=1. The catalyst class is: 5. Reactant: [CH3:1][N:2]1[CH:6]=[CH:5][N:4]=[C:3]1[CH:7]1[C:16](=O)[C:15]2[C:14]([C:18]([O:20]CC)=O)=[CH:13][CH:12]=[CH:11][C:10]=2[NH:9][CH:8]1[C:23]1[CH:28]=[CH:27][C:26]([C:29]([F:32])([F:31])[F:30])=[CH:25][CH:24]=1.O.[NH2:34][NH2:35].